Dataset: Forward reaction prediction with 1.9M reactions from USPTO patents (1976-2016). Task: Predict the product of the given reaction. (1) Given the reactants C(O[C:9]([N:11]1[CH2:16][CH2:15][CH:14]([CH:17]([O:22][C:23]2[CH:45]=[CH:44][C:26]3[C:27]4[N:31]([CH2:32][CH2:33][O:34][C:25]=3[CH:24]=2)[CH:30]=[C:29]([C:35]2[N:36]([CH:41]([CH3:43])[CH3:42])[N:37]=[C:38]([CH3:40])[N:39]=2)[N:28]=4)[C:18]([F:21])([F:20])[F:19])[CH2:13][CH2:12]1)=[O:10])C1C=CC=CC=1.CO.[CH3:48]CN(C(C)C)C(C)C.C(Cl)(=O)C, predict the reaction product. The product is: [F:21][C:18]([F:19])([F:20])[CH:17]([CH:14]1[CH2:15][CH2:16][N:11]([C:9](=[O:10])[CH3:48])[CH2:12][CH2:13]1)[O:22][C:23]1[CH:45]=[CH:44][C:26]2[C:27]3[N:31]([CH:30]=[C:29]([C:35]4[N:36]([CH:41]([CH3:43])[CH3:42])[N:37]=[C:38]([CH3:40])[N:39]=4)[N:28]=3)[CH2:32][CH2:33][O:34][C:25]=2[CH:24]=1. (2) Given the reactants [CH3:1][C:2]([CH3:39])([CH3:38])[C:3](=O)[CH2:4][N:5]1[C:10](=[O:11])[C:9]2[CH:12]=[C:13]([CH2:15][CH3:16])[S:14][C:8]=2[N:7]([CH2:17][C:18]2[CH:23]=[CH:22][C:21]([C:24]3[CH:29]=[CH:28][CH:27]=[CH:26][C:25]=3[C:30]3[NH:34][C:33](=[O:35])[O:32][N:31]=3)=[CH:20][CH:19]=2)[C:6]1=[O:36].Cl.[NH2:41][O:42][CH3:43].N1C=CC=CC=1.Cl, predict the reaction product. The product is: [CH2:15]([C:13]1[S:14][C:8]2[N:7]([CH2:17][C:18]3[CH:23]=[CH:22][C:21]([C:24]4[CH:29]=[CH:28][CH:27]=[CH:26][C:25]=4[C:30]4[NH:34][C:33](=[O:35])[O:32][N:31]=4)=[CH:20][CH:19]=3)[C:6](=[O:36])[N:5]([CH2:4][C:3](=[N:41][O:42][CH3:43])[C:2]([CH3:38])([CH3:1])[CH3:39])[C:10](=[O:11])[C:9]=2[CH:12]=1)[CH3:16].